Dataset: Reaction yield outcomes from USPTO patents with 853,638 reactions. Task: Predict the reaction yield, written as a fraction of the theoretical maximum amount of product (1.0 means a 100% yield; for example, 0.34 means a 34% yield). (1) The reactants are Br[C:2]1[CH:7]=[CH:6][C:5]([F:8])=[CH:4][CH:3]=1.[P:9]([O-:16])([O:13][CH2:14][CH3:15])[O:10][CH2:11][CH3:12].C(N(CC)CC)C. The catalyst is [Pd].C1(P(C2C=CC=CC=2)C2C=CC=CC=2)C=CC=CC=1.C1(P(C2C=CC=CC=2)C2C=CC=CC=2)C=CC=CC=1.C1(P(C2C=CC=CC=2)C2C=CC=CC=2)C=CC=CC=1.C1(P(C2C=CC=CC=2)C2C=CC=CC=2)C=CC=CC=1.C(OCC)(=O)C. The product is [CH2:11]([O:10][P:9]([C:2]1[CH:7]=[CH:6][C:5]([F:8])=[CH:4][CH:3]=1)(=[O:16])[O:13][CH2:14][CH3:15])[CH3:12]. The yield is 0.940. (2) The reactants are Cl.Cl.[CH3:3][N:4]([CH3:12])[CH:5]1[CH2:9][C:8]([CH3:11])([CH3:10])[NH:7][CH2:6]1.[Cl:13][C:14]1[N:19]=[C:18]([N:20]([C:36]([O:38][C:39]([CH3:42])([CH3:41])[CH3:40])=[O:37])[N:21]([C:29]([O:31][C:32]([CH3:35])([CH3:34])[CH3:33])=[O:30])[C:22]([O:24][C:25]([CH3:28])([CH3:27])[CH3:26])=[O:23])[C:17]([F:43])=[C:16](Cl)[N:15]=1.C(N(CC)C(C)C)(C)C. The catalyst is CN(C=O)C.CCOCC. The product is [Cl:13][C:14]1[N:19]=[C:18]([N:20]([C:36]([O:38][C:39]([CH3:42])([CH3:41])[CH3:40])=[O:37])[N:21]([C:22]([O:24][C:25]([CH3:26])([CH3:27])[CH3:28])=[O:23])[C:29]([O:31][C:32]([CH3:33])([CH3:34])[CH3:35])=[O:30])[C:17]([F:43])=[C:16]([N:7]2[CH2:6][CH:5]([N:4]([CH3:12])[CH3:3])[CH2:9][C:8]2([CH3:11])[CH3:10])[N:15]=1. The yield is 0.800. (3) The product is [Cl:30][C:24]1[CH:25]=[C:26]([Cl:29])[CH:27]=[CH:28][C:23]=1[C:12]1[N:13]([C:16]2[CH:17]=[CH:18][C:19]([O:22][S:43]([CH2:42][CH2:41][CH2:40][C:39]([F:48])([F:47])[F:38])(=[O:45])=[O:44])=[CH:20][CH:21]=2)[C:14]([CH3:15])=[C:10]([C:8](=[O:9])[NH:7][N:1]2[CH2:6][CH2:5][CH2:4][CH2:3][CH2:2]2)[N:11]=1. The catalyst is ClCCl. The reactants are [N:1]1([NH:7][C:8]([C:10]2[N:11]=[C:12]([C:23]3[CH:28]=[CH:27][C:26]([Cl:29])=[CH:25][C:24]=3[Cl:30])[N:13]([C:16]3[CH:21]=[CH:20][C:19]([OH:22])=[CH:18][CH:17]=3)[C:14]=2[CH3:15])=[O:9])[CH2:6][CH2:5][CH2:4][CH2:3][CH2:2]1.C(N(CC)CC)C.[F:38][C:39]([F:48])([F:47])[CH2:40][CH2:41][CH2:42][S:43](Cl)(=[O:45])=[O:44].O. The yield is 0.610. (4) The reactants are [NH2:1][CH:2]([CH2:12][C:13]1[CH:18]=[CH:17][C:16]([C:19]([F:22])([F:21])[F:20])=[CH:15][CH:14]=1)[CH:3]([C:5]1[CH:6]=[N:7][C:8]([Cl:11])=[CH:9][CH:10]=1)[OH:4].[C:23]1([CH2:29][CH2:30][C:31](Cl)=[O:32])[CH:28]=[CH:27][CH:26]=[CH:25][CH:24]=1.C(=O)([O-])O.[Na+]. The catalyst is C(OCC)(=O)C.O. The product is [Cl:11][C:8]1[N:7]=[CH:6][C:5]([CH:3]([OH:4])[CH:2]([NH:1][C:31](=[O:32])[CH2:30][CH2:29][C:23]2[CH:28]=[CH:27][CH:26]=[CH:25][CH:24]=2)[CH2:12][C:13]2[CH:18]=[CH:17][C:16]([C:19]([F:22])([F:21])[F:20])=[CH:15][CH:14]=2)=[CH:10][CH:9]=1. The yield is 0.860. (5) The reactants are C(N(CC)CC)C.[CH3:8][S:9]([CH:12]1[CH2:15][NH:14][CH2:13]1)(=[O:11])=[O:10].CS(O[CH:21]([C:23]1[CH:24]=[N:25][C:26]([NH:55][C:56]2[CH:57]=[N:58][C:59]([O:62][CH3:63])=[CH:60][CH:61]=2)=[C:27]([C:29]2[N:34]=[C:33]([N:35]([CH2:45][C:46]3[CH:51]=[CH:50][C:49]([O:52][CH3:53])=[CH:48][CH:47]=3)[CH2:36][C:37]3[CH:42]=[CH:41][C:40]([O:43][CH3:44])=[CH:39][CH:38]=3)[N:32]=[C:31]([CH3:54])[N:30]=2)[CH:28]=1)[CH3:22])(=O)=O. The catalyst is C(Cl)Cl. The product is [CH3:53][O:52][C:49]1[CH:48]=[CH:47][C:46]([CH2:45][N:35]([CH2:36][C:37]2[CH:38]=[CH:39][C:40]([O:43][CH3:44])=[CH:41][CH:42]=2)[C:33]2[N:34]=[C:29]([C:27]3[C:26]([NH:55][C:56]4[CH:57]=[N:58][C:59]([O:62][CH3:63])=[CH:60][CH:61]=4)=[N:25][CH:24]=[C:23]([CH:21]([N:14]4[CH2:15][CH:12]([S:9]([CH3:8])(=[O:11])=[O:10])[CH2:13]4)[CH3:22])[CH:28]=3)[N:30]=[C:31]([CH3:54])[N:32]=2)=[CH:51][CH:50]=1. The yield is 0.355. (6) The reactants are [C:1]([C:3]1[CH:8]=[CH:7][C:6]([N:9]2[CH:21]([CH:22]3[CH2:26][CH2:25][CH2:24][CH2:23]3)[CH:20]3[C:11]([C:12]4[CH:13]=[CH:14][C:15]([C:27]([O:29]C)=[O:28])=[N:16][C:17]=4[CH2:18][CH2:19]3)=[N:10]2)=[CH:5][C:4]=1[CH3:31])#[N:2].[OH-].[Na+]. The catalyst is CO.O1CCCC1. The product is [C:1]([C:3]1[CH:8]=[CH:7][C:6]([N:9]2[CH:21]([CH:22]3[CH2:26][CH2:25][CH2:24][CH2:23]3)[CH:20]3[C:11]([C:12]4[CH:13]=[CH:14][C:15]([C:27]([OH:29])=[O:28])=[N:16][C:17]=4[CH2:18][CH2:19]3)=[N:10]2)=[CH:5][C:4]=1[CH3:31])#[N:2]. The yield is 0.360. (7) The reactants are [CH:1](=[O:8])[C:2]1[CH:7]=[CH:6][CH:5]=[CH:4][CH:3]=1.[C:9]([C:12]1[CH:17]=[CH:16][CH:15]=[CH:14][CH:13]=1)(=O)[CH3:10]. The catalyst is [Zn].C(O)C. The product is [C:12]1([CH:9]=[CH:10][C:1]([C:2]2[CH:7]=[CH:6][CH:5]=[CH:4][CH:3]=2)=[O:8])[CH:17]=[CH:16][CH:15]=[CH:14][CH:13]=1. The yield is 1.00. (8) The reactants are CC1C=CC(C(O)=O)=CC=1.C(ON1C(=O)C2=CC=CC=C2C1=O)(=O)C.O=O.[C:28](O)(=[O:38])[C:29]1[CH:37]=[CH:36][C:32]([C:33]([OH:35])=[O:34])=[CH:31][CH:30]=1. The catalyst is [Ti].O.O.O.O.C([O-])(=O)C.[Co+2].C([O-])(=O)C.O.O.O.O.C([O-])(=O)C.[Mn+2].C([O-])(=O)C.C(O)(=O)C. The product is [C:33]([C:32]1[CH:36]=[CH:37][C:29]([CH:28]=[O:38])=[CH:30][CH:31]=1)([OH:35])=[O:34]. The yield is 0.744.